Dataset: Catalyst prediction with 721,799 reactions and 888 catalyst types from USPTO. Task: Predict which catalyst facilitates the given reaction. (1) Reactant: [Cl:1][C:2]1[CH:7]=[CH:6][C:5]([CH2:8][N:9]2[CH2:14][CH2:13][CH:12]([O:15][C:16]3[CH:17]=[C:18]4[C:23](=[CH:24][CH:25]=3)[CH:22]=[N:21][CH:20]=[CH:19]4)[CH2:11][CH2:10]2)=[CH:4][C:3]=1[S:26]([N:29]=CN(C)C)(=[O:28])=[O:27].[OH-].[Na+].Cl. Product: [Cl:1][C:2]1[CH:7]=[CH:6][C:5]([CH2:8][N:9]2[CH2:10][CH2:11][CH:12]([O:15][C:16]3[CH:17]=[C:18]4[C:23](=[CH:24][CH:25]=3)[CH:22]=[N:21][CH:20]=[CH:19]4)[CH2:13][CH2:14]2)=[CH:4][C:3]=1[S:26]([NH2:29])(=[O:28])=[O:27]. The catalyst class is: 8. (2) Reactant: [CH:1]1[C:10]2[CH:9]=[CH:8][CH:7]=[C:6]([S:11]([OH:14])(=O)=[O:12])[C:5]=2[CH:4]=[CH:3][N:2]=1.S(Cl)([Cl:17])=O. Product: [CH:1]1[C:10]2[CH:9]=[CH:8][CH:7]=[C:6]([S:11]([Cl:17])(=[O:14])=[O:12])[C:5]=2[CH:4]=[CH:3][N:2]=1. The catalyst class is: 3. (3) The catalyst class is: 4. Reactant: [CH:1]([N:4]1[CH:8]=[C:7]([C:9]2[N:14]=[C:13]([C:15]3[CH:16]=[N:17][NH:18][CH:19]=3)[N:12]3[CH:20]=[CH:21][N:22]=[C:11]3[CH:10]=2)[CH:6]=[N:5]1)([CH3:3])[CH3:2].[CH:23]1([CH:26]=[CH:27][C:28]#[N:29])[CH2:25][CH2:24]1.C(#N)C.C1CCN2C(=NCCC2)CC1. Product: [CH:23]1([CH:26]([N:17]2[CH:16]=[C:15]([C:13]3[N:12]4[CH:20]=[CH:21][N:22]=[C:11]4[CH:10]=[C:9]([C:7]4[CH:6]=[N:5][N:4]([CH:1]([CH3:3])[CH3:2])[CH:8]=4)[N:14]=3)[CH:19]=[N:18]2)[CH2:27][C:28]#[N:29])[CH2:25][CH2:24]1.